Task: Predict the product of the given reaction.. Dataset: Forward reaction prediction with 1.9M reactions from USPTO patents (1976-2016) (1) Given the reactants [Cl:1][C:2]1[CH:23]=[C:22]([Cl:24])[CH:21]=[CH:20][C:3]=1[CH2:4][N:5]1[CH:9]=[C:8]([CH2:10][CH2:11][C:12](OCC)=[O:13])[C:7]([O:17][CH2:18][CH3:19])=[N:6]1.[H-].[Al+3].[Li+].[H-].[H-].[H-].O.O.O.O.O.O.O.O.O.O.S([O-])([O-])(=O)=O.[Na+].[Na+], predict the reaction product. The product is: [Cl:1][C:2]1[CH:23]=[C:22]([Cl:24])[CH:21]=[CH:20][C:3]=1[CH2:4][N:5]1[CH:9]=[C:8]([CH2:10][CH2:11][CH2:12][OH:13])[C:7]([O:17][CH2:18][CH3:19])=[N:6]1. (2) Given the reactants C([O:8][C:9]1[CH:14]=[CH:13][C:12]([C:15]2[CH2:20][CH2:19][CH2:18][C:17]([CH3:22])([CH3:21])[CH:16]=2)=[CH:11][CH:10]=1)C1C=CC=CC=1, predict the reaction product. The product is: [CH3:21][C:17]1([CH3:22])[CH2:18][CH2:19][CH2:20][CH:15]([C:12]2[CH:11]=[CH:10][C:9]([OH:8])=[CH:14][CH:13]=2)[CH2:16]1. (3) Given the reactants [CH:1]([CH:3]=O)=O.[Br:5][C:6]1[CH:7]=[C:8]([NH2:16])[C:9]([NH2:15])=[CH:10][C:11]=1[O:12][CH2:13][CH3:14], predict the reaction product. The product is: [Br:5][C:6]1[CH:7]=[C:8]2[C:9](=[CH:10][C:11]=1[O:12][CH2:13][CH3:14])[N:15]=[CH:3][CH:1]=[N:16]2. (4) Given the reactants [Cl:1][C:2]1[CH:7]=[CH:6][C:5]([CH2:8][C:9]#[N:10])=[CH:4][CH:3]=1.[CH2:11]([O:13][CH2:14][N:15]1[CH:19]=[CH:18][CH:17]=[C:16]1[CH:20]=O)[CH3:12].C1OCCOCCOCCOCCOCCOC1.[OH-].[K+], predict the reaction product. The product is: [Cl:1][C:2]1[CH:7]=[CH:6][C:5](/[C:8](=[CH:20]/[C:16]2[N:15]([CH2:14][O:13][CH2:11][CH3:12])[CH:19]=[CH:18][CH:17]=2)/[C:9]#[N:10])=[CH:4][CH:3]=1. (5) Given the reactants [CH2:1]([O:3][C:4](=[O:13])[C:5]1[CH:10]=[C:9]([CH3:11])[N:8]=[C:7](Cl)[CH:6]=1)[CH3:2].C([O-])([O-])=O.[Cs+].[Cs+].[CH:20]([NH2:23])([CH3:22])[CH3:21].CC1(C)C2C(=C(P(C3C=CC=CC=3)C3C=CC=CC=3)C=CC=2)OC2C(P(C3C=CC=CC=3)C3C=CC=CC=3)=CC=CC1=2, predict the reaction product. The product is: [CH2:1]([O:3][C:4](=[O:13])[C:5]1[CH:10]=[C:9]([CH3:11])[N:8]=[C:7]([NH:23][CH:20]([CH3:22])[CH3:21])[CH:6]=1)[CH3:2]. (6) Given the reactants [CH2:1]([N:8]1[CH2:13][CH2:12][CH:11]([NH2:14])[CH2:10][CH2:9]1)[C:2]1[CH:7]=[CH:6][CH:5]=[CH:4][CH:3]=1.[C:15]([N:19]1[C:23](=[O:24])[C:22](Cl)=[C:21]([C:26]2[CH:31]=[CH:30][CH:29]=[CH:28][CH:27]=2)[S:20]1(=[O:33])=[O:32])([CH3:18])([CH3:17])[CH3:16], predict the reaction product. The product is: [CH2:1]([N:8]1[CH2:13][CH2:12][CH:11]([NH:14][C:22]2[C:23](=[O:24])[N:19]([C:15]([CH3:17])([CH3:16])[CH3:18])[S:20](=[O:33])(=[O:32])[C:21]=2[C:26]2[CH:31]=[CH:30][CH:29]=[CH:28][CH:27]=2)[CH2:10][CH2:9]1)[C:2]1[CH:3]=[CH:4][CH:5]=[CH:6][CH:7]=1. (7) Given the reactants [C:1]([NH:5][S:6]([C:9]1[C:10]([Cl:43])=[CH:11][C:12]([O:39][CH:40]([CH3:42])[CH3:41])=[C:13]([C:15]2[N:16]([C:36](Cl)=[O:37])[C:17]([C:29]3[CH:34]=[CH:33][C:32]([Cl:35])=[CH:31][CH:30]=3)([CH3:28])[C:18]([C:21]3[CH:26]=[CH:25][C:24]([Cl:27])=[CH:23][CH:22]=3)([CH3:20])[N:19]=2)[CH:14]=1)(=[O:8])=[O:7])([CH3:4])([CH3:3])[CH3:2].[CH3:44][S:45]([CH2:48][CH2:49][CH2:50][N:51]1[CH2:56][CH2:55][NH:54][CH2:53][CH2:52]1)(=[O:47])=[O:46], predict the reaction product. The product is: [Cl:27][C:24]1[CH:25]=[CH:26][C:21]([C@@:18]2([CH3:20])[C@:17]([C:29]3[CH:30]=[CH:31][C:32]([Cl:35])=[CH:33][CH:34]=3)([CH3:28])[N:16]([C:36]([N:54]3[CH2:55][CH2:56][N:51]([CH2:50][CH2:49][CH2:48][S:45]([CH3:44])(=[O:46])=[O:47])[CH2:52][CH2:53]3)=[O:37])[C:15]([C:13]3[C:12]([O:39][CH:40]([CH3:41])[CH3:42])=[CH:11][C:10]([Cl:43])=[C:9]([S:6]([NH:5][C:1]([CH3:2])([CH3:3])[CH3:4])(=[O:8])=[O:7])[CH:14]=3)=[N:19]2)=[CH:22][CH:23]=1.